Dataset: Full USPTO retrosynthesis dataset with 1.9M reactions from patents (1976-2016). Task: Predict the reactants needed to synthesize the given product. (1) Given the product [Cl:1][C:2]1[N:3]=[C:4]2[CH:9]=[CH:8][C:7]([F:10])=[CH:6][N:5]2[C:11]=1[CH3:13], predict the reactants needed to synthesize it. The reactants are: [Cl:1][C:2]1[N:3]=[C:4]2[CH:9]=[CH:8][C:7]([F:10])=[CH:6][N:5]2[C:11]=1I.[CH3:13]B(O)O.C(=O)([O-])[O-].[Cs+].[Cs+].C1(P(C2C=CC=CC=2)C2C=CC=CC=2)C=CC=CC=1. (2) Given the product [SH:17][C:14]([CH3:13])([CH3:15])[CH2:16][CH2:23][C:24]([OH:20])=[O:18], predict the reactants needed to synthesize it. The reactants are: [Li]CCCC.C(#N)C.[Li].C(#N)C.[CH3:13][C:14]1([S:17][CH2:16]1)[CH3:15].[OH-:18].[Na+].[O:20]1[CH2:24][CH2:23]CC1. (3) Given the product [NH2:61][C:57]1[S:58][C:59]([Cl:60])=[C:55]([C:33](=[N:34][OH:35])[C:32]([NH:31][C@@H:20]2[C:19](=[O:63])[N:18]3[CH:21]2[S:22][CH2:23][C:24]([S:25][C:26]2[S:30][N:29]=[N:28][CH:27]=2)=[C:17]3[C:15]([OH:16])=[O:14])=[O:62])[N:56]=1, predict the reactants needed to synthesize it. The reactants are: C([O:14][C:15]([C:17]1[N:18]2[CH:21]([S:22][CH2:23][C:24]=1[S:25][C:26]1[S:30][N:29]=[N:28][CH:27]=1)[C@H:20]([NH:31][C:32](=[O:62])[C:33]([C:55]1[N:56]=[C:57]([NH2:61])[S:58][C:59]=1[Cl:60])=[N:34][O:35]C(C1C=CC=CC=1)(C1C=CC=CC=1)C1C=CC=CC=1)[C:19]2=[O:63])=[O:16])(C1C=CC=CC=1)C1C=CC=CC=1.C([SiH](CC)CC)C.FC(F)(F)C(O)=O. (4) The reactants are: [Cl-].O[NH3+:3].[C:4](=[O:7])([O-])[OH:5].[Na+].CS(C)=O.[O:13]=[C:14]1[C:19]([CH2:20][C:21]2[CH:26]=[CH:25][C:24]([C:27]3[C:28]([C:33]#[N:34])=[CH:29][CH:30]=[CH:31][CH:32]=3)=[CH:23][CH:22]=2)=[C:18]([CH2:35][CH2:36][CH3:37])[N:17]2[N:38]=[CH:39][N:40]=[C:16]2[N:15]1[CH:41]1[CH2:46][CH2:45][CH:44]([O:47][CH2:48][CH:49]=[CH2:50])[CH2:43][CH2:42]1. Given the product [O:7]=[C:4]1[O:5][N:3]=[C:33]([C:28]2[CH:29]=[CH:30][CH:31]=[CH:32][C:27]=2[C:24]2[CH:23]=[CH:22][C:21]([CH2:20][C:19]3[C:14](=[O:13])[N:15]([CH:41]4[CH2:42][CH2:43][CH:44]([O:47][CH2:48][CH:49]=[CH2:50])[CH2:45][CH2:46]4)[C:16]4[N:17]([N:38]=[CH:39][N:40]=4)[C:18]=3[CH2:35][CH2:36][CH3:37])=[CH:26][CH:25]=2)[NH:34]1, predict the reactants needed to synthesize it.